Dataset: Forward reaction prediction with 1.9M reactions from USPTO patents (1976-2016). Task: Predict the product of the given reaction. (1) Given the reactants FC(F)(F)C(O)=O.C(O[C:13]([NH:15][C@@H:16]([C:18]([NH:20][C@H:21]1[CH2:25][C:24](=[O:26])[O:23][C@@H:22]1[O:27][CH2:28][C:29]1[CH:34]=[CH:33][CH:32]=[CH:31][CH:30]=1)=[O:19])[CH3:17])=[O:14])(C)(C)C.C(N(C(C)C)CC)(C)C.[C:44]1([CH2:50][CH2:51][CH2:52][C:53]2[N:54]=[C:55](C(O)=O)[NH:56][CH:57]=2)[CH:49]=[CH:48][CH:47]=[CH:46][CH:45]=1.Cl.CN(C)CCCN=C=NCC.OC1C2N=NNC=2C=CC=1, predict the reaction product. The product is: [C:44]1([CH2:50][CH2:51][CH2:52][C:53]2[N:54]=[C:55]([C:13]([NH:15][C@@H:16]([C:18]([NH:20][C@H:21]3[CH2:25][C:24](=[O:26])[O:23][C@@H:22]3[O:27][CH2:28][C:29]3[CH:30]=[CH:31][CH:32]=[CH:33][CH:34]=3)=[O:19])[CH3:17])=[O:14])[NH:56][CH:57]=2)[CH:45]=[CH:46][CH:47]=[CH:48][CH:49]=1. (2) Given the reactants [CH3:1][CH:2]1[CH2:7][CH:6]([CH3:8])[CH2:5][C:4](=O)[CH2:3]1.[CH2:10]1CC2C(CC(CC2)=O)CC1, predict the reaction product. The product is: [CH3:1][CH:2]1[CH2:7][C:6](=[CH2:8])[CH2:5][CH:4]([CH3:10])[CH2:3]1. (3) Given the reactants [N:1]([CH:4]([C:6]1[N:7]([C:17]2[CH:22]=[CH:21][CH:20]=[CH:19][CH:18]=2)[C:8](=[O:16])[C:9]2[N:10]([CH:12]=[CH:13][C:14]=2[CH3:15])[CH:11]=1)[CH3:5])=[N+]=[N-].C1(P(C2C=CC=CC=2)C2C=CC=CC=2)C=CC=CC=1.N.O, predict the reaction product. The product is: [NH2:1][CH:4]([C:6]1[N:7]([C:17]2[CH:22]=[CH:21][CH:20]=[CH:19][CH:18]=2)[C:8](=[O:16])[C:9]2[N:10]([CH:12]=[CH:13][C:14]=2[CH3:15])[CH:11]=1)[CH3:5]. (4) Given the reactants [Br:1][C:2]1[N:10](C(OC(C)(C)C)=O)[C:9]2[C:4](=[N:5][C:6]([O:18][CH3:19])=[CH:7][CH:8]=2)[C:3]=1[CH2:20][C:21]([O:23]CC)=[O:22].O[Li].O, predict the reaction product. The product is: [Br:1][C:2]1[NH:10][C:9]2[C:4](=[N:5][C:6]([O:18][CH3:19])=[CH:7][CH:8]=2)[C:3]=1[CH2:20][C:21]([OH:23])=[O:22].